Dataset: Reaction yield outcomes from USPTO patents with 853,638 reactions. Task: Predict the reaction yield, written as a fraction of the theoretical maximum amount of product (1.0 means a 100% yield; for example, 0.34 means a 34% yield). (1) The reactants are [CH2:1]([C:3]1[NH:4][C:5](=[O:27])[C:6]([CH2:12][C:13]2[CH:18]=[CH:17][C:16]([C:19]3[C:20]([C:25]#[N:26])=[CH:21][CH:22]=[CH:23][CH:24]=3)=[CH:15][CH:14]=2)=[C:7]([CH2:9][CH2:10][CH3:11])[N:8]=1)[CH3:2].[CH3:28][C:29]([CH3:42])([CH3:41])[CH2:30][O:31][C:32]1[N:37]=[CH:36][C:35](B(O)O)=[CH:34][CH:33]=1.N1C=CC=CC=1.C(N(CC)CC)C. The catalyst is C([O-])(=O)C.[Cu+2].C([O-])(=O)C.C(OCC)(=O)C.C(Cl)Cl. The product is [CH3:28][C:29]([CH3:42])([CH3:41])[CH2:30][O:31][C:32]1[N:37]=[CH:36][C:35]([N:4]2[C:5](=[O:27])[C:6]([CH2:12][C:13]3[CH:18]=[CH:17][C:16]([C:19]4[C:20]([C:25]#[N:26])=[CH:21][CH:22]=[CH:23][CH:24]=4)=[CH:15][CH:14]=3)=[C:7]([CH2:9][CH2:10][CH3:11])[N:8]=[C:3]2[CH2:1][CH3:2])=[CH:34][CH:33]=1. The yield is 0.120. (2) The reactants are [C:1]([O:5][C:6]([C:8]1[CH:9]=[C:10]([C:14]2[C:15]([N+:35]([O-])=O)=[CH:16][C:17]3[O:21][C:20]([C:22]4[CH:27]=[CH:26][C:25]([F:28])=[CH:24][CH:23]=4)=[C:19]([C:29]([O:31][CH2:32][CH3:33])=[O:30])[C:18]=3[CH:34]=2)[CH:11]=[CH:12][CH:13]=1)=[O:7])([CH3:4])([CH3:3])[CH3:2]. The catalyst is CCO.CC(O)=O.CCOC(C)=O.[Fe]. The product is [NH2:35][C:15]1[C:14]([C:10]2[CH:11]=[CH:12][CH:13]=[C:8]([C:6]([O:5][C:1]([CH3:2])([CH3:4])[CH3:3])=[O:7])[CH:9]=2)=[CH:34][C:18]2[C:19]([C:29]([O:31][CH2:32][CH3:33])=[O:30])=[C:20]([C:22]3[CH:23]=[CH:24][C:25]([F:28])=[CH:26][CH:27]=3)[O:21][C:17]=2[CH:16]=1. The yield is 0.960. (3) The reactants are [Cl:1][C:2]1[CH:3]=[C:4]2[C:8](=[C:9]([Cl:11])[CH:10]=1)[N:7]([C:12]1[C:17]([CH:18]=[O:19])=[C:16]([NH:20][CH:21]([CH2:24][CH3:25])[CH2:22][CH3:23])[N:15]=[C:14]([CH3:26])[N:13]=1)[CH2:6][CH2:5]2.[BH4-].[Na+]. The catalyst is C(O)C. The product is [Cl:1][C:2]1[CH:3]=[C:4]2[C:8](=[C:9]([Cl:11])[CH:10]=1)[N:7]([C:12]1[C:17]([CH2:18][OH:19])=[C:16]([NH:20][CH:21]([CH2:24][CH3:25])[CH2:22][CH3:23])[N:15]=[C:14]([CH3:26])[N:13]=1)[CH2:6][CH2:5]2. The yield is 0.800. (4) The reactants are [Br:1][C:2]1[CH:3]=[C:4]([C:14]([OH:16])=O)[S:5][C:6]=1[C:7]1[N:11]([CH3:12])[N:10]=[CH:9][C:8]=1[Cl:13].[NH2:17][C@@H:18]([CH2:31][C:32]1[CH:37]=[CH:36][CH:35]=[CH:34][C:33]=1[C:38]([F:41])([F:40])[F:39])[CH2:19][N:20]1[C:28](=[O:29])[C:27]2[C:22](=[CH:23][CH:24]=[CH:25][CH:26]=2)[C:21]1=[O:30].C1CN([P+](Br)(N2CCCC2)N2CCCC2)CC1.F[P-](F)(F)(F)(F)F.CCN(C(C)C)C(C)C. The catalyst is C(Cl)(Cl)Cl. The product is [Br:1][C:2]1[CH:3]=[C:4]([C:14]([NH:17][C@@H:18]([CH2:31][C:32]2[CH:37]=[CH:36][CH:35]=[CH:34][C:33]=2[C:38]([F:41])([F:39])[F:40])[CH2:19][N:20]2[C:28](=[O:29])[C:27]3[C:22](=[CH:23][CH:24]=[CH:25][CH:26]=3)[C:21]2=[O:30])=[O:16])[S:5][C:6]=1[C:7]1[N:11]([CH3:12])[N:10]=[CH:9][C:8]=1[Cl:13]. The yield is 0.430. (5) The reactants are [CH2:1]([C:3]([C:21]1[CH:26]=[CH:25][C:24]([OH:27])=[C:23]([CH3:28])[CH:22]=1)([C:6]1[CH:11]=[CH:10][C:9]([C:12]#[C:13][C:14]2([OH:19])[CH2:18][CH2:17][CH2:16][CH2:15]2)=[C:8]([CH3:20])[CH:7]=1)[CH2:4][CH3:5])[CH3:2].C([O-])([O-])=O.[K+].[K+].[CH2:35]([O:37][C:38](=[O:45])[CH2:39][CH2:40][CH2:41][CH2:42][CH2:43]Br)[CH3:36].O. The catalyst is CN(C=O)C. The product is [CH2:35]([O:37][C:38](=[O:45])[CH2:39][CH2:40][CH2:41][CH2:42][CH2:43][O:27][C:24]1[CH:25]=[CH:26][C:21]([C:3]([CH2:4][CH3:5])([C:6]2[CH:11]=[CH:10][C:9]([C:12]#[C:13][C:14]3([OH:19])[CH2:18][CH2:17][CH2:16][CH2:15]3)=[C:8]([CH3:20])[CH:7]=2)[CH2:1][CH3:2])=[CH:22][C:23]=1[CH3:28])[CH3:36]. The yield is 0.450.